From a dataset of Forward reaction prediction with 1.9M reactions from USPTO patents (1976-2016). Predict the product of the given reaction. (1) Given the reactants Br[C:2]1[C:3]([Cl:15])=[N:4][CH:5]=[CH:6][C:7]=1[C:8]1[CH:13]=[CH:12][C:11]([Cl:14])=[CH:10][CH:9]=1.CC1(C)C(C)(C)OB([C:24]2[CH:29]=[CH:28][N:27]=[CH:26][CH:25]=2)O1.ClCCl.[O-]P([O-])([O-])=O.[K+].[K+].[K+], predict the reaction product. The product is: [Cl:15][C:3]1[C:2]([C:24]2[CH:29]=[CH:28][N:27]=[CH:26][CH:25]=2)=[C:7]([C:8]2[CH:13]=[CH:12][C:11]([Cl:14])=[CH:10][CH:9]=2)[CH:6]=[CH:5][N:4]=1. (2) Given the reactants [CH2:1]([NH:5][C:6]([C:8]1[C:12]2[CH:13]=[CH:14][C:15]([O:17][C:18]3[CH:23]=[CH:22][N:21]=[C:20]4[CH:24]=[C:25]([C:27]([N:29]5[CH2:33][CH2:32][CH:31]([O:34]C)[CH2:30]5)=[O:28])[S:26][C:19]=34)=[CH:16][C:11]=2[O:10][C:9]=1[CH3:36])=[O:7])[CH:2]([CH3:4])[CH3:3].B(Br)(Br)Br.CNC(C1C2C=CC(O)=CC=2SC=1C)=O, predict the reaction product. The product is: [CH2:1]([NH:5][C:6]([C:8]1[C:12]2[CH:13]=[CH:14][C:15]([O:17][C:18]3[CH:23]=[CH:22][N:21]=[C:20]4[CH:24]=[C:25]([C:27]([N:29]5[CH2:33][CH2:32][CH:31]([OH:34])[CH2:30]5)=[O:28])[S:26][C:19]=34)=[CH:16][C:11]=2[O:10][C:9]=1[CH3:36])=[O:7])[CH:2]([CH3:4])[CH3:3]. (3) Given the reactants BrC1C2OCCNC=2C=C(C)C=1.[Br:13][C:14]1[C:24]2[O:23][CH2:22][CH2:21][CH2:20][NH:19][C:18]=2[CH:17]=[CH:16][CH:15]=1.[C:25]1([S:31](Cl)(=[O:33])=[O:32])[CH:30]=[CH:29][CH:28]=[CH:27][CH:26]=1, predict the reaction product. The product is: [C:25]1([S:31]([N:19]2[C:18]3[CH:17]=[CH:16][CH:15]=[C:14]([Br:13])[C:24]=3[O:23][CH2:22][CH2:21][CH2:20]2)(=[O:33])=[O:32])[CH:30]=[CH:29][CH:28]=[CH:27][CH:26]=1. (4) Given the reactants [CH3:1][O:2][C:3](=[O:33])[C@H:4]([CH2:16][C:17]1[CH:22]=[CH:21][C:20]([C:23]2[C:28]([O:29][CH3:30])=[CH:27][CH:26]=[CH:25][C:24]=2[O:31][CH3:32])=[CH:19][CH:18]=1)[NH:5][C:6](=O)[C:7]1[C:12]([Cl:13])=[CH:11][CH:10]=[CH:9][C:8]=1[Cl:14].COC1C=CC(P2(SP(C3C=CC(OC)=CC=3)(=S)S2)=[S:43])=CC=1.O, predict the reaction product. The product is: [CH3:1][O:2][C:3](=[O:33])[C@H:4]([CH2:16][C:17]1[CH:22]=[CH:21][C:20]([C:23]2[C:28]([O:29][CH3:30])=[CH:27][CH:26]=[CH:25][C:24]=2[O:31][CH3:32])=[CH:19][CH:18]=1)[NH:5][C:6](=[S:43])[C:7]1[C:12]([Cl:13])=[CH:11][CH:10]=[CH:9][C:8]=1[Cl:14]. (5) The product is: [C:25](/[C:24](=[CH:9]/[C:8]1[CH:11]=[CH:12][C:5]([O:4][CH2:3][O:2][CH3:1])=[CH:6][CH:7]=1)/[C:23]([NH:22][CH2:13][CH2:14][CH2:15][CH2:16][CH2:17][CH2:18][CH2:19][CH2:20][CH3:21])=[O:36])(=[O:27])[CH3:26]. Given the reactants [CH3:1][O:2][CH2:3][O:4][C:5]1[CH:12]=[CH:11][C:8]([CH:9]=O)=[CH:7][CH:6]=1.[CH2:13]([N-:22][CH2:23][CH2:24][C:25](=[O:27])[CH3:26])[CH2:14][CH2:15][CH2:16][CH2:17][CH2:18][CH2:19][CH2:20][CH3:21].N1CCCCC1.C(O)(=[O:36])C, predict the reaction product.